From a dataset of Retrosynthesis with 50K atom-mapped reactions and 10 reaction types from USPTO. Predict the reactants needed to synthesize the given product. (1) Given the product O=C(N[C@H]1C[C@@H](c2cccc(F)c2F)Cn2c(CC(F)(F)F)cnc21)c1ccc2c(c1)C[C@@]1(C2)C(=O)Nc2ncccc21, predict the reactants needed to synthesize it. The reactants are: N[C@H]1C[C@@H](c2cccc(F)c2F)Cn2c(CC(F)(F)F)cnc21.O=C(O)c1ccc2c(c1)C[C@@]1(C2)C(=O)Nc2ncccc21. (2) Given the product O=C(NCC12CC3CC(CC(C3)C1)C2)c1cc(F)ccc1Br, predict the reactants needed to synthesize it. The reactants are: NCC12CC3CC(CC(C3)C1)C2.O=C(O)c1cc(F)ccc1Br. (3) Given the product CC(C)(N)CN1CCC[C@@H]1C(=O)NC1C2CC3CC(C2)CC1C3, predict the reactants needed to synthesize it. The reactants are: CC(C)(CN1CCC[C@@H]1C(=O)NC1C2CC3CC(C2)CC1C3)NC(=O)OC(C)(C)C.